This data is from Full USPTO retrosynthesis dataset with 1.9M reactions from patents (1976-2016). The task is: Predict the reactants needed to synthesize the given product. (1) Given the product [O:33]=[S:2]1(=[O:1])[CH2:7][CH2:6][N:5]([CH2:8][C:9]2[CH:10]=[CH:11][C:12]([NH:15][C:16]([C:18]3[CH:19]=[CH:20][C:21]([C:24]4[CH:29]=[C:28]([CH2:30][NH:38][C:37]5[CH:39]=[CH:40][CH:41]=[C:35]([Br:34])[CH:36]=5)[CH:27]=[CH:26][C:25]=4[CH3:32])=[CH:22][CH:23]=3)=[O:17])=[CH:13][CH:14]=2)[CH2:4][CH2:3]1, predict the reactants needed to synthesize it. The reactants are: [O:1]=[S:2]1(=[O:33])[CH2:7][CH2:6][N:5]([CH2:8][C:9]2[CH:14]=[CH:13][C:12]([NH:15][C:16]([C:18]3[CH:23]=[CH:22][C:21]([C:24]4[CH:29]=[C:28]([CH:30]=O)[CH:27]=[CH:26][C:25]=4[CH3:32])=[CH:20][CH:19]=3)=[O:17])=[CH:11][CH:10]=2)[CH2:4][CH2:3]1.[Br:34][C:35]1[CH:36]=[C:37]([CH:39]=[CH:40][CH:41]=1)[NH2:38].C(O[BH-](OC(=O)C)OC(=O)C)(=O)C.[Na+].C(O)(=O)C. (2) Given the product [C:1]([C:3]([C:11]1[S:12][CH:13]=[CH:14][C:15]=1[C:16]#[N:17])([CH:8]([CH3:10])[CH3:9])[CH2:4][CH2:5][CH2:6][I:30])#[N:2], predict the reactants needed to synthesize it. The reactants are: [C:1]([C:3]([C:11]1[S:12][CH:13]=[CH:14][C:15]=1[C:16]#[N:17])([CH:8]([CH3:10])[CH3:9])[CH2:4][CH2:5][CH2:6]O)#[N:2].C(N(CC)CC)C.S(Cl)(C)(=O)=O.[I-:30].[Na+]. (3) Given the product [NH2:1][C:2]1[C:3]2[N:4]([C:8]([C@H:12]3[CH2:17][N:16]([C:18]([O:20][CH2:21][C:22]4[CH:27]=[CH:26][CH:25]=[CH:24][CH:23]=4)=[O:19])[C@H:15]([CH2:28][O:29][CH3:30])[CH2:14][CH2:13]3)=[N:9][C:10]=2[C:39]2[CH:57]=[CH:56][C:42]([C:43](=[O:44])[NH:45][C:46]3[CH:51]=[C:50]([C:52]([F:53])([F:54])[F:55])[CH:49]=[CH:48][N:47]=3)=[CH:41][CH:40]=2)[CH:5]=[CH:6][N:7]=1, predict the reactants needed to synthesize it. The reactants are: [NH2:1][C:2]1[C:3]2[N:4]([C:8]([C@H:12]3[CH2:17][N:16]([C:18]([O:20][CH2:21][C:22]4[CH:27]=[CH:26][CH:25]=[CH:24][CH:23]=4)=[O:19])[C@H:15]([CH2:28][O:29][CH3:30])[CH2:14][CH2:13]3)=[N:9][C:10]=2Br)[CH:5]=[CH:6][N:7]=1.CC1(C)C(C)(C)OB([C:39]2[CH:57]=[CH:56][C:42]([C:43]([NH:45][C:46]3[CH:51]=[C:50]([C:52]([F:55])([F:54])[F:53])[CH:49]=[CH:48][N:47]=3)=[O:44])=[CH:41][CH:40]=2)O1.C([O-])([O-])=O.[K+].[K+]. (4) Given the product [CH2:25]([N:23]1[CH:24]=[C:20]([O:19][C:12]2[C:13]([C:14](=[O:15])[NH2:16])=[CH:17][N:37]=[C:35]([CH:64]3[CH2:68][CH2:67][N:66]([C:69]([O:71][C:72]([CH3:73])([CH3:74])[CH3:75])=[O:70])[CH2:65]3)[CH:34]=2)[CH:21]=[N:22]1)[C:26]1[CH:27]=[CH:28][CH:29]=[CH:30][CH:31]=1, predict the reactants needed to synthesize it. The reactants are: C(N1CCC(C2C=[CH:17][C:13]([C:14]([NH2:16])=[O:15])=[C:12]([O:19][C:20]3[CH:21]=[N:22][N:23]([CH2:25][C:26]4[CH:31]=[CH:30][CH:29]=[CH:28][CH:27]=4)[CH:24]=3)N=2)C1)(=O)C=C.ClC1N=C(Cl)C=C[C:34]=1[C:35]([NH2:37])=O.C(N1C=C(O)C=N1)C1C=CC=CC=1.CC1(C)C(C)(C)OB([C:64]2[CH2:65][N:66]([C:69]([O:71][C:72]([CH3:75])([CH3:74])[CH3:73])=[O:70])[CH2:67][CH:68]=2)O1.C(Cl)(=O)C=C.N1C=CCCC1.N1CCCCC1.